Dataset: Catalyst prediction with 721,799 reactions and 888 catalyst types from USPTO. Task: Predict which catalyst facilitates the given reaction. Reactant: [F:1][C:2]([F:37])([F:36])[C:3]1[CH:4]=[C:5]([C:13]2([C:32]([F:35])([F:34])[F:33])[CH2:17][CH2:16][N:15]([C:18]3[CH:27]=[C:26]([C:28]([F:31])([F:30])[F:29])[C:21]([C:22]([O:24]C)=[O:23])=[CH:20][N:19]=3)[CH2:14]2)[CH:6]=[C:7]([C:9]([F:12])([F:11])[F:10])[CH:8]=1.[OH-].[Na+].O. Product: [F:12][C:9]([F:10])([F:11])[C:7]1[CH:6]=[C:5]([C:13]2([C:32]([F:33])([F:34])[F:35])[CH2:17][CH2:16][N:15]([C:18]3[CH:27]=[C:26]([C:28]([F:29])([F:30])[F:31])[C:21]([C:22]([OH:24])=[O:23])=[CH:20][N:19]=3)[CH2:14]2)[CH:4]=[C:3]([C:2]([F:37])([F:36])[F:1])[CH:8]=1. The catalyst class is: 8.